This data is from Full USPTO retrosynthesis dataset with 1.9M reactions from patents (1976-2016). The task is: Predict the reactants needed to synthesize the given product. (1) Given the product [CH:14]([O:1][C:2]1[CH:3]=[C:4]([CH:9]=[CH:10][C:11]=1[O:12][CH3:13])[C:5]([OH:7])=[O:6])([CH3:16])[CH3:15], predict the reactants needed to synthesize it. The reactants are: [OH:1][C:2]1[CH:3]=[C:4]([CH:9]=[CH:10][C:11]=1[O:12][CH3:13])[C:5]([O:7]C)=[O:6].[CH:14](O)([CH3:16])[CH3:15].C1(P(C2C=CC=CC=2)C2C=CC=CC=2)C=CC=CC=1.N(C(OCC)=O)=NC(OCC)=O. (2) The reactants are: [NH2:1][C:2]1[N:10]=[CH:9][N:8]=[C:7]2[C:3]=1[N:4]=[CH:5][N:6]2[C@H:11]1[C@@H:15]2[O:16]C(C)(C)[O:18][C@@H:14]2[C@@H:13]([CH2:21][N:22]([CH:41]([CH3:43])[CH3:42])[CH2:23][CH2:24][CH2:25][NH:26][C:27]([NH:29][C:30]2[CH:35]=[CH:34][C:33]([Cl:36])=[C:32]([C:37]([F:40])([F:39])[F:38])[CH:31]=2)=[O:28])[O:12]1.C([O-])([O-])=O.[K+].[K+].O. Given the product [NH2:1][C:2]1[N:10]=[CH:9][N:8]=[C:7]2[C:3]=1[N:4]=[CH:5][N:6]2[C@@H:11]1[O:12][C@H:13]([CH2:21][N:22]([CH:41]([CH3:43])[CH3:42])[CH2:23][CH2:24][CH2:25][NH:26][C:27]([NH:29][C:30]2[CH:35]=[CH:34][C:33]([Cl:36])=[C:32]([C:37]([F:38])([F:40])[F:39])[CH:31]=2)=[O:28])[C@@H:14]([OH:18])[C@H:15]1[OH:16], predict the reactants needed to synthesize it. (3) Given the product [Si:47]([O:40][C@@H:22]([C:17]1[CH:18]=[CH:19][CH:20]=[CH:21][C:16]=1[C:13]1[CH:12]=[CH:11][C:10]([Cl:9])=[CH:15][CH:14]=1)[CH:23]1[CH2:28][CH2:27][N:26]([C:29]2[CH:30]=[CH:31][C:32]([C:33]([O:35][CH2:36][CH3:37])=[O:34])=[CH:38][CH:39]=2)[CH2:25][CH2:24]1)([C:50]([CH3:53])([CH3:52])[CH3:51])([CH3:49])[CH3:48], predict the reactants needed to synthesize it. The reactants are: N1C(C)=CC=CC=1C.[Cl:9][C:10]1[CH:15]=[CH:14][C:13]([C:16]2[CH:21]=[CH:20][CH:19]=[CH:18][C:17]=2[C@H:22]([OH:40])[CH:23]2[CH2:28][CH2:27][N:26]([C:29]3[CH:39]=[CH:38][C:32]([C:33]([O:35][CH2:36][CH3:37])=[O:34])=[CH:31][CH:30]=3)[CH2:25][CH2:24]2)=[CH:12][CH:11]=1.FC(F)(F)S(O[Si:47]([C:50]([CH3:53])([CH3:52])[CH3:51])([CH3:49])[CH3:48])(=O)=O.